From a dataset of Reaction yield outcomes from USPTO patents with 853,638 reactions. Predict the reaction yield, written as a fraction of the theoretical maximum amount of product (1.0 means a 100% yield; for example, 0.34 means a 34% yield). The product is [C:55]([C@@H:39]([NH:38][C:35]([C@@H:30]1[CH2:29][N:28]([C:26]([O:25][C:21]([CH3:22])([CH3:23])[CH3:24])=[O:27])[CH2:34][CH2:33][CH2:32][O:31]1)=[O:37])[CH2:40][C:41]1[CH:46]=[CH:45][C:44]([C:47]2[CH:52]=[CH:51][C:50]([C:53]#[N:54])=[CH:49][CH:48]=2)=[CH:43][CH:42]=1)#[N:56]. The catalyst is C(Cl)Cl.O. The reactants are [N+]1([O-])C(O)=CC=CC=1.Cl.C(N=C=NCCCN(C)C)C.[C:21]([O:25][C:26]([N:28]1[CH2:34][CH2:33][CH2:32][O:31][C@H:30]([C:35]([OH:37])=O)[CH2:29]1)=[O:27])([CH3:24])([CH3:23])[CH3:22].[NH2:38][C@H:39]([C:55]#[N:56])[CH2:40][C:41]1[CH:46]=[CH:45][C:44]([C:47]2[CH:52]=[CH:51][C:50]([C:53]#[N:54])=[CH:49][CH:48]=2)=[CH:43][CH:42]=1. The yield is 0.520.